This data is from Peptide-MHC class I binding affinity with 185,985 pairs from IEDB/IMGT. The task is: Regression. Given a peptide amino acid sequence and an MHC pseudo amino acid sequence, predict their binding affinity value. This is MHC class I binding data. (1) The peptide sequence is KIWEELSVL. The MHC is HLA-A68:02 with pseudo-sequence HLA-A68:02. The binding affinity (normalized) is 0.149. (2) The MHC is HLA-B40:01 with pseudo-sequence HLA-B40:01. The binding affinity (normalized) is 0.936. The peptide sequence is QELSDAPFL. (3) The peptide sequence is GVSKKNIWL. The MHC is HLA-A02:01 with pseudo-sequence HLA-A02:01. The binding affinity (normalized) is 0.255. (4) The peptide sequence is VLCVKKFYK. The MHC is HLA-A31:01 with pseudo-sequence HLA-A31:01. The binding affinity (normalized) is 0.974. (5) The peptide sequence is WFMTWQPNI. The MHC is HLA-A02:01 with pseudo-sequence HLA-A02:01. The binding affinity (normalized) is 0.419. (6) The peptide sequence is RMRGAHTNDVK. The MHC is HLA-B44:03 with pseudo-sequence HLA-B44:03. The binding affinity (normalized) is 0. (7) The peptide sequence is IIFIFSTL. The MHC is H-2-Db with pseudo-sequence H-2-Db. The binding affinity (normalized) is 0.109.